Dataset: Forward reaction prediction with 1.9M reactions from USPTO patents (1976-2016). Task: Predict the product of the given reaction. (1) Given the reactants [CH3:1][N:2]1[C@@H:10]2[C@@:5]([C:12]3[CH:17]=[CH:16][C:15]([O:18][CH3:19])=[C:14]([O:20][CH3:21])[CH:13]=3)([CH2:6][CH2:7][C@@H:8]([NH2:11])[CH2:9]2)[CH2:4][CH2:3]1.[F:22][C:23]1[CH:28]=[CH:27][C:26]([F:29])=[CH:25][C:24]=1[N:30]=[C:31]=[O:32].[Cl:33]CCl, predict the reaction product. The product is: [ClH:33].[F:22][C:23]1[CH:28]=[CH:27][C:26]([F:29])=[CH:25][C:24]=1[NH:30][C:31]([NH:11][C@H:8]1[CH2:9][C@H:10]2[C@:5]([C:12]3[CH:17]=[CH:16][C:15]([O:18][CH3:19])=[C:14]([O:20][CH3:21])[CH:13]=3)([CH2:4][CH2:3][N:2]2[CH3:1])[CH2:6][CH2:7]1)=[O:32]. (2) Given the reactants C[Al](C)C.[CH3:5][C:6]1[CH:7]=[CH:8][C:9]([NH2:12])=[N:10][CH:11]=1.[Si:13]([O:20][CH:21]1[CH2:24][N:23]([CH2:25][C@H:26]([OH:31])[C:27](OC)=[O:28])[CH2:22]1)([C:16]([CH3:19])([CH3:18])[CH3:17])([CH3:15])[CH3:14], predict the reaction product. The product is: [Si:13]([O:20][CH:21]1[CH2:24][N:23]([CH2:25][C@H:26]([OH:31])[C:27]([NH:12][C:9]2[CH:8]=[CH:7][C:6]([CH3:5])=[CH:11][N:10]=2)=[O:28])[CH2:22]1)([C:16]([CH3:19])([CH3:18])[CH3:17])([CH3:15])[CH3:14]. (3) Given the reactants C(OC([N:8]1[CH2:12][C@@H:11]([O:13][CH3:14])[CH2:10][C@H:9]1[CH2:15][O:16][C:17]1[CH:26]=[CH:25][C:20]([C:21]([O:23][CH3:24])=[O:22])=[CH:19][CH:18]=1)=O)(C)(C)C.C(O)(C(F)(F)F)=O, predict the reaction product. The product is: [CH3:14][O:13][C@@H:11]1[CH2:12][NH:8][C@H:9]([CH2:15][O:16][C:17]2[CH:26]=[CH:25][C:20]([C:21]([O:23][CH3:24])=[O:22])=[CH:19][CH:18]=2)[CH2:10]1.